From a dataset of NCI-60 drug combinations with 297,098 pairs across 59 cell lines. Regression. Given two drug SMILES strings and cell line genomic features, predict the synergy score measuring deviation from expected non-interaction effect. (1) Drug 1: C1CCC(CC1)NC(=O)N(CCCl)N=O. Drug 2: C1CN(P(=O)(OC1)NCCCl)CCCl. Cell line: HOP-62. Synergy scores: CSS=7.35, Synergy_ZIP=-1.87, Synergy_Bliss=-4.59, Synergy_Loewe=-8.97, Synergy_HSA=-6.93. (2) Drug 1: C1CN1P(=S)(N2CC2)N3CC3. Drug 2: CCC1=C2CN3C(=CC4=C(C3=O)COC(=O)C4(CC)O)C2=NC5=C1C=C(C=C5)O. Cell line: NCI-H522. Synergy scores: CSS=18.4, Synergy_ZIP=-7.88, Synergy_Bliss=-1.22, Synergy_Loewe=-13.8, Synergy_HSA=-1.41. (3) Drug 1: CNC(=O)C1=CC=CC=C1SC2=CC3=C(C=C2)C(=NN3)C=CC4=CC=CC=N4. Drug 2: CS(=O)(=O)OCCCCOS(=O)(=O)C. Cell line: SR. Synergy scores: CSS=67.2, Synergy_ZIP=-1.44, Synergy_Bliss=-3.26, Synergy_Loewe=-16.3, Synergy_HSA=-2.49. (4) Drug 1: CN(CC1=CN=C2C(=N1)C(=NC(=N2)N)N)C3=CC=C(C=C3)C(=O)NC(CCC(=O)O)C(=O)O. Drug 2: CC1CCC2CC(C(=CC=CC=CC(CC(C(=O)C(C(C(=CC(C(=O)CC(OC(=O)C3CCCCN3C(=O)C(=O)C1(O2)O)C(C)CC4CCC(C(C4)OC)O)C)C)O)OC)C)C)C)OC. Cell line: HOP-92. Synergy scores: CSS=5.38, Synergy_ZIP=-3.75, Synergy_Bliss=-0.128, Synergy_Loewe=-3.52, Synergy_HSA=-1.06.